Dataset: Forward reaction prediction with 1.9M reactions from USPTO patents (1976-2016). Task: Predict the product of the given reaction. (1) Given the reactants Cl[C:2]1[C:11]2=[N:12][N:13](CC3C=CC(OC)=CC=3)[CH:14]=[C:10]2[C:9]2[CH:8]=[CH:7][CH:6]=[C:5]([O:24][CH3:25])[C:4]=2[N:3]=1.[CH3:26][N:27]1[CH2:32][CH2:31][N:30]([C:33]2[CH:39]=[CH:38][C:36]([NH2:37])=[CH:35][CH:34]=2)[CH2:29][CH2:28]1.Cl, predict the reaction product. The product is: [CH3:25][O:24][C:5]1[C:4]2[N:3]=[C:2]([NH:37][C:36]3[CH:35]=[CH:34][C:33]([N:30]4[CH2:29][CH2:28][N:27]([CH3:26])[CH2:32][CH2:31]4)=[CH:39][CH:38]=3)[C:11]3=[N:12][NH:13][CH:14]=[C:10]3[C:9]=2[CH:8]=[CH:7][CH:6]=1. (2) The product is: [Br:1][C:2]1[CH:3]=[CH:4][C:5]([C:8]2[O:12][N:11]=[C:10]([CH3:13])[C:9]=2[CH:14]([NH:21][S:22]([CH3:25])(=[O:24])=[O:23])[C:15]#[CH:16])=[CH:6][CH:7]=1. Given the reactants [Br:1][C:2]1[CH:7]=[CH:6][C:5]([C:8]2[O:12][N:11]=[C:10]([CH3:13])[C:9]=2[CH:14]([NH:21][S:22]([CH3:25])(=[O:24])=[O:23])[C:15]#[C:16][Si](C)(C)C)=[CH:4][CH:3]=1.[F-].C([N+](CCCC)(CCCC)CCCC)CCC, predict the reaction product. (3) Given the reactants [CH3:1][C@H:2]1[NH:7][C@@H:6]([CH3:8])[CH2:5][N:4]([C:9]2[CH:17]=[C:16]3[C:12]([CH2:13][CH2:14][NH:15]3)=[CH:11][C:10]=2[O:18][CH3:19])[CH2:3]1.C[Al](C)C.[C:24]([NH:27][C:28]1[N:33]=[C:32]([CH3:34])[C:31]([C:35]2[CH:44]=[CH:43][C:38]([C:39](OC)=[O:40])=[CH:37][CH:36]=2)=[CH:30][CH:29]=1)(=[O:26])[CH3:25], predict the reaction product. The product is: [C:24]([NH:27][C:28]1[N:33]=[C:32]([CH3:34])[C:31]([C:35]2[CH:44]=[CH:43][C:38]([C:39]([N:15]3[C:16]4[C:12](=[CH:11][C:10]([O:18][CH3:19])=[C:9]([N:4]5[CH2:5][C@H:6]([CH3:8])[NH:7][C@H:2]([CH3:1])[CH2:3]5)[CH:17]=4)[CH2:13][CH2:14]3)=[O:40])=[CH:37][CH:36]=2)=[CH:30][CH:29]=1)(=[O:26])[CH3:25]. (4) Given the reactants Cl.Cl.[N:3]1([C:9]([CH:11]2[CH2:16][CH2:15][CH2:14][N:13]([CH:17]3[CH2:22][CH2:21][NH:20][CH2:19][CH2:18]3)[CH2:12]2)=[O:10])[CH2:8][CH2:7][O:6][CH2:5][CH2:4]1.[NH2:23][C:24]1[S:25][C:26]2[CH:35]=[CH:34][CH:33]=[CH:32][C:27]=2[C:28]=1[C:29](O)=[O:30], predict the reaction product. The product is: [N:3]1([C:9]([CH:11]2[CH2:16][CH2:15][CH2:14][N:13]([CH:17]3[CH2:22][CH2:21][N:20]([C:29]([C:28]4[C:27]5[CH:32]=[CH:33][CH:34]=[CH:35][C:26]=5[S:25][C:24]=4[NH2:23])=[O:30])[CH2:19][CH2:18]3)[CH2:12]2)=[O:10])[CH2:8][CH2:7][O:6][CH2:5][CH2:4]1. (5) Given the reactants [CH3:1][O:2][C:3]1[CH:4]=[C:5]2[C:19](=[CH:20][CH:21]=1)[C:9]1[O:10][C:11]3([CH2:17][S:18][C:8]=1[C:7](=[O:22])[C:6]2=[O:23])[CH2:16][CH2:15][NH:14][CH2:13][CH2:12]3.[C:24]([C:28]1[CH:38]=[CH:37][C:31]([O:32][CH2:33][C@H:34]2[CH2:36][O:35]2)=[CH:30][CH:29]=1)([CH3:27])([CH3:26])[CH3:25], predict the reaction product. The product is: [C:24]([C:28]1[CH:38]=[CH:37][C:31]([O:32][CH2:33][C@H:34]([OH:35])[CH2:36][N:14]2[CH2:15][CH2:16][C:11]3([O:10][C:9]4[C:19]5[C:5]([C:6](=[O:23])[C:7](=[O:22])[C:8]=4[S:18][CH2:17]3)=[CH:4][C:3]([O:2][CH3:1])=[CH:21][CH:20]=5)[CH2:12][CH2:13]2)=[CH:30][CH:29]=1)([CH3:25])([CH3:26])[CH3:27].